This data is from Experimentally validated miRNA-target interactions with 360,000+ pairs, plus equal number of negative samples. The task is: Binary Classification. Given a miRNA mature sequence and a target amino acid sequence, predict their likelihood of interaction. (1) The miRNA is hsa-miR-26a-5p with sequence UUCAAGUAAUCCAGGAUAGGCU. The protein sequence of the target gene is MRSLSLAWLLGGITLLAASVSCSRTENLAPGRNNSKGRSLIGRLETQPPITGKGVPVEPGFSIDEFSASILTGKLTTVFLPVVYIIVFVIGLPSNGMALWIFLFRTKKKHPAVIYMANLALADLLSVIWFPLKISYHLHGNNWVYGEALCKVLIGFFYGNMYCSILFMTCLSVQRYWVIVNPMGHPRKKANIAVGVSLAIWLLIFLVTIPLYVMKQTIYIPALNITTCHDVLPEEVLVGDMFNYFLSLAIGVFLFPALLTASAYVLMIKTLRSSAMDEHSEKKRQRAIRLIITVLAMYFI.... Result: 0 (no interaction). (2) The miRNA is hsa-miR-1268a with sequence CGGGCGUGGUGGUGGGGG. The protein sequence of the target gene is MAAAAAAPGGGGGEPRGTAGVVPVVPGEVEVVKGQPFDVGPRYTQLQYIGEGAYGMVSSAYDHVRKTRVAIKKISPFEHQTYCQRTLREIQILLRFRHENVIGIRDILRAPTLEAMRDVYIVQDLMETDLYKLLKSQQLSNDHICYFLYQILRGLKYIHSANVLHRDLKPSNLLINTTCDLKICDFGLARIADPEHDHTGFLTEYVATRWYRAPEIMLNSKGYTKSIDIWSVGCILAEMLSNRPIFPGKHYLDQLNHILGILGSPSQEDLNCIINMKARNYLQSLPSKTKVAWAKLFPKS.... Result: 0 (no interaction).